Dataset: Reaction yield outcomes from USPTO patents with 853,638 reactions. Task: Predict the reaction yield, written as a fraction of the theoretical maximum amount of product (1.0 means a 100% yield; for example, 0.34 means a 34% yield). (1) The reactants are [O:1]1[CH:5]=[CH:4][CH:3]=[C:2]1[C:6]1[N:7]=[C:8]([NH:17][C:18]([C:20]2[CH:25]=[CH:24][NH:23][C:22](=[O:26])[CH:21]=2)=[O:19])[S:9][C:10]=1[C:11]1[CH:16]=[CH:15][N:14]=[CH:13][CH:12]=1.[H-].[Na+].[CH2:29](Br)[C:30]1[CH:35]=[CH:34][CH:33]=[CH:32][CH:31]=1.Cl. The catalyst is CN(C=O)C.O. The product is [CH2:29]([N:23]1[CH:24]=[CH:25][C:20]([C:18]([NH:17][C:8]2[S:9][C:10]([C:11]3[CH:12]=[CH:13][N:14]=[CH:15][CH:16]=3)=[C:6]([C:2]3[O:1][CH:5]=[CH:4][CH:3]=3)[N:7]=2)=[O:19])=[CH:21][C:22]1=[O:26])[C:30]1[CH:35]=[CH:34][CH:33]=[CH:32][CH:31]=1. The yield is 0.140. (2) The reactants are [NH:1]([C:3]1[NH:4][C:5]2[C:10]([N:11]=1)=[C:9]([NH2:12])[N:8]=[CH:7][N:6]=2)[NH2:2].[C:13]([CH:16]1[C:21](=[O:22])[CH2:20][C:19]([CH3:24])([CH3:23])[CH2:18][C:17]1=O)(=O)[CH3:14]. The catalyst is CCO.C(O)(=O)C. The product is [NH2:12][C:9]1[N:8]=[CH:7][N:6]=[C:5]2[C:10]=1[N:11]=[C:3]([N:1]1[C:17]3[CH2:18][C:19]([CH3:23])([CH3:24])[CH2:20][C:21](=[O:22])[C:16]=3[C:13]([CH3:14])=[N:2]1)[NH:4]2. The yield is 0.540. (3) The reactants are [OH:1][C:2]1[CH:11]=[CH:10][C:5]([C:6]([NH:8][NH2:9])=O)=[CH:4][CH:3]=1.I.CS[C:15](=[NH:28])[NH:16][C:17]1[CH:22]=[CH:21][C:20]([Cl:23])=[C:19]([C:24]([F:27])([F:26])[F:25])[CH:18]=1. The catalyst is N1C=CC=CC=1. The product is [Cl:23][C:20]1[CH:21]=[CH:22][C:17]([NH:16][C:15]2[NH:28][C:6]([C:5]3[CH:10]=[CH:11][C:2]([OH:1])=[CH:3][CH:4]=3)=[N:8][N:9]=2)=[CH:18][C:19]=1[C:24]([F:25])([F:26])[F:27]. The yield is 0.404. (4) The reactants are Br[C:2]1[C:3]([F:13])=[C:4]([CH:10]=[CH:11][CH:12]=1)[C:5]([O:7][CH2:8][CH3:9])=[O:6].[CH3:14][O:15][C:16]1[CH:21]=[CH:20][C:19]([CH2:22][SH:23])=[CH:18][CH:17]=1.C(N(C(C)C)CC)(C)C. The catalyst is O1CCOCC1.CCCCCC.C1C=CC(/C=C/C(/C=C/C2C=CC=CC=2)=O)=CC=1.C1C=CC(/C=C/C(/C=C/C2C=CC=CC=2)=O)=CC=1.C1C=CC(/C=C/C(/C=C/C2C=CC=CC=2)=O)=CC=1.[Pd].[Pd].CC1(C)C2C(=C(P(C3C=CC=CC=3)C3C=CC=CC=3)C=CC=2)OC2C(P(C3C=CC=CC=3)C3C=CC=CC=3)=CC=CC1=2. The product is [F:13][C:3]1[C:2]([S:23][CH2:22][C:19]2[CH:20]=[CH:21][C:16]([O:15][CH3:14])=[CH:17][CH:18]=2)=[CH:12][CH:11]=[CH:10][C:4]=1[C:5]([O:7][CH2:8][CH3:9])=[O:6]. The yield is 0.880. (5) The reactants are C([O:5][C:6]([N:8]1[CH2:13][CH:12]=[C:11]([C:14]2[CH:19]=[CH:18][C:17]([N+:20]([O-])=O)=[CH:16][CH:15]=2)[CH2:10][CH2:9]1)=O)(C)(C)C.[CH3:23]CN(CC)CC.C(OC(=O)C)(=O)C. The catalyst is C(Cl)Cl.C(O)(C(F)(F)F)=O. The product is [NH2:20][C:17]1[CH:18]=[CH:19][C:14]([CH:11]2[CH2:12][CH2:13][N:8]([C:6](=[O:5])[CH3:23])[CH2:9][CH2:10]2)=[CH:15][CH:16]=1. The yield is 0.650. (6) The reactants are [CH:1]([C:9]1[CH:10]=[CH:11][C:12]2[N:16]=[CH:15][N:14](S(=O)(=O)N(C)C)[C:13]=2[CH:23]=1)=[CH:2][C:3]1[CH:8]=[CH:7][CH:6]=[CH:5][CH:4]=1.Cl.[OH-].[K+]. The catalyst is CO. The product is [CH:1]([C:9]1[CH:10]=[CH:11][C:12]2[N:16]=[CH:15][NH:14][C:13]=2[CH:23]=1)=[CH:2][C:3]1[CH:4]=[CH:5][CH:6]=[CH:7][CH:8]=1. The yield is 0.990.